Dataset: Catalyst prediction with 721,799 reactions and 888 catalyst types from USPTO. Task: Predict which catalyst facilitates the given reaction. (1) Reactant: [CH2:1]([O:8][C:9]([C:11]1[N:12]([S:23]([C:26]2[CH:31]=[CH:30][C:29]([CH3:32])=[CH:28][CH:27]=2)(=[O:25])=[O:24])[CH:13]=[C:14]([C:16]2[CH:21]=[CH:20][CH:19]=[C:18]([NH2:22])[CH:17]=2)[CH:15]=1)=[O:10])[C:2]1[CH:7]=[CH:6][CH:5]=[CH:4][CH:3]=1.[F:33][C:34]([F:45])([F:44])[C:35]1[CH:40]=[CH:39][C:38]([N:41]=[C:42]=[O:43])=[CH:37][CH:36]=1. Product: [CH2:1]([O:8][C:9]([C:11]1[N:12]([S:23]([C:26]2[CH:27]=[CH:28][C:29]([CH3:32])=[CH:30][CH:31]=2)(=[O:25])=[O:24])[CH:13]=[C:14]([C:16]2[CH:21]=[CH:20][CH:19]=[C:18]([NH:22][C:42]([NH:41][C:38]3[CH:37]=[CH:36][C:35]([C:34]([F:33])([F:44])[F:45])=[CH:40][CH:39]=3)=[O:43])[CH:17]=2)[CH:15]=1)=[O:10])[C:2]1[CH:3]=[CH:4][CH:5]=[CH:6][CH:7]=1. The catalyst class is: 2. (2) Reactant: [F:1][C:2]1[CH:3]=[C:4]([CH:6]=[CH:7][C:8]=1[N:9]1[CH2:14][CH2:13][N:12]([CH3:15])[CH2:11][CH2:10]1)[NH2:5].C[Al](C)C.C[O:21][C:22](=O)/[CH:23]=[C:24](\[NH:26][C:27](=O)[CH2:28][O:29][C:30]1[CH:35]=[CH:34][CH:33]=[C:32]([F:36])[CH:31]=1)/[CH3:25]. Product: [F:1][C:2]1[CH:3]=[C:4]([N:5]2[C:22](=[O:21])[CH:23]=[C:24]([CH3:25])[N:26]=[C:27]2[CH2:28][O:29][C:30]2[CH:35]=[CH:34][CH:33]=[C:32]([F:36])[CH:31]=2)[CH:6]=[CH:7][C:8]=1[N:9]1[CH2:10][CH2:11][N:12]([CH3:15])[CH2:13][CH2:14]1. The catalyst class is: 2. (3) Reactant: Cl[C:2]1[CH:3]=[C:4]2[C:10]([C:11]3[N:16]=[C:15]([NH:17][C@H:18]4[CH2:23][CH2:22][CH2:21][C@@H:20]([NH:24]C(=O)OC(C)(C)C)[CH2:19]4)[C:14]([F:32])=[CH:13][C:12]=3[C:33]#[N:34])=[CH:9][N:8]([S:35]([C:38]3[CH:43]=[CH:42][C:41]([CH3:44])=[CH:40][CH:39]=3)(=[O:37])=[O:36])[C:5]2=[N:6][CH:7]=1.[F:45]C(F)(F)C(O)=O. Product: [NH2:24][C@@H:20]1[CH2:21][CH2:22][CH2:23][C@H:18]([NH:17][C:15]2[C:14]([F:32])=[CH:13][C:12]([C:33]#[N:34])=[C:11]([C:10]3[C:4]4[C:5](=[N:6][CH:7]=[C:2]([F:45])[CH:3]=4)[N:8]([S:35]([C:38]4[CH:43]=[CH:42][C:41]([CH3:44])=[CH:40][CH:39]=4)(=[O:36])=[O:37])[CH:9]=3)[N:16]=2)[CH2:19]1. The catalyst class is: 4.